Dataset: Full USPTO retrosynthesis dataset with 1.9M reactions from patents (1976-2016). Task: Predict the reactants needed to synthesize the given product. Given the product [Br:1][C:2]1[CH:7]=[CH:6][C:5]([C:8]2[CH2:9][CH2:10][CH2:11][CH2:12][N:13]=2)=[CH:4][C:3]=1[F:22], predict the reactants needed to synthesize it. The reactants are: [Br:1][C:2]1[CH:7]=[CH:6][C:5]([C:8](=O)[CH2:9][CH2:10][CH2:11][CH2:12][NH:13]C(=O)OC(C)(C)C)=[CH:4][C:3]=1[F:22].